This data is from Reaction yield outcomes from USPTO patents with 853,638 reactions. The task is: Predict the reaction yield, written as a fraction of the theoretical maximum amount of product (1.0 means a 100% yield; for example, 0.34 means a 34% yield). (1) The reactants are [CH2:1]([C:3]1[CH:8]=[C:7]([CH:9]2[CH2:14][CH2:13][NH:12][CH2:11][CH2:10]2)[CH:6]=[CH:5][C:4]=1[NH:15][C:16]1[N:21]=[C:20]([CH2:22][CH2:23][C:24]2[CH:29]=[CH:28][CH:27]=[CH:26][C:25]=2[CH2:30][C:31]([NH2:33])=[O:32])[C:19]([C:34]([F:37])([F:36])[F:35])=[CH:18][N:17]=1)[CH3:2].C=O.[C:40](O[BH-](OC(=O)C)OC(=O)C)(=O)C.[Na+]. The catalyst is CO. The product is [CH2:1]([C:3]1[CH:8]=[C:7]([CH:9]2[CH2:10][CH2:11][N:12]([CH3:40])[CH2:13][CH2:14]2)[CH:6]=[CH:5][C:4]=1[NH:15][C:16]1[N:21]=[C:20]([CH2:22][CH2:23][C:24]2[CH:29]=[CH:28][CH:27]=[CH:26][C:25]=2[CH2:30][C:31]([NH2:33])=[O:32])[C:19]([C:34]([F:37])([F:36])[F:35])=[CH:18][N:17]=1)[CH3:2]. The yield is 0.840. (2) The reactants are [CH:1]1([Mg]Br)[CH2:3][CH2:2]1.Br[C:7]1[C:16]2[C:11](=[CH:12][CH:13]=[CH:14][CH:15]=2)[CH:10]=[CH:9][CH:8]=1. The catalyst is O1CCCC1.Cl[Ni]1(Cl)[P](C2C=CC=CC=2)(C2C=CC=CC=2)CCC[P]1(C1C=CC=CC=1)C1C=CC=CC=1. The product is [CH:1]1([C:15]2[C:16]3[C:11](=[CH:10][CH:9]=[CH:8][CH:7]=3)[CH:12]=[CH:13][CH:14]=2)[CH2:3][CH2:2]1. The yield is 0.760. (3) The reactants are [C:1]([CH2:9][NH:10][CH2:11][C:12]1[CH:13]=[C:14]([C:18]2[CH:23]=[CH:22][C:21](/[CH:24]=[C:25](\[CH3:31])/[C:26]([O:28]CC)=[O:27])=[CH:20][C:19]=2[O:32][CH2:33][CH2:34][CH2:35][CH3:36])[CH:15]=[CH:16][CH:17]=1)(=[O:8])[C:2]1[CH:7]=[CH:6][CH:5]=[CH:4][CH:3]=1.[OH-].[Na+]. The catalyst is C(O)C. The product is [C:1]([CH2:9][NH:10][CH2:11][C:12]1[CH:13]=[C:14]([C:18]2[CH:23]=[CH:22][C:21](/[CH:24]=[C:25](\[CH3:31])/[C:26]([OH:28])=[O:27])=[CH:20][C:19]=2[O:32][CH2:33][CH2:34][CH2:35][CH3:36])[CH:15]=[CH:16][CH:17]=1)(=[O:8])[C:2]1[CH:7]=[CH:6][CH:5]=[CH:4][CH:3]=1. The yield is 0.660. (4) The reactants are [S:1]1[C:5]([CH:6]=O)=[CH:4][C:3]2[CH:8]=[CH:9][CH:10]=[CH:11][C:2]1=2.[C:12](Br)(Br)([Br:14])[Br:13].C1(P(C2C=CC=CC=2)C2C=CC=CC=2)C=CC=CC=1. The catalyst is C(Cl)Cl. The product is [Br:13][C:12]([Br:14])=[CH:6][C:5]1[S:1][C:2]2[CH:11]=[CH:10][CH:9]=[CH:8][C:3]=2[CH:4]=1. The yield is 0.670.